Dataset: Full USPTO retrosynthesis dataset with 1.9M reactions from patents (1976-2016). Task: Predict the reactants needed to synthesize the given product. (1) Given the product [CH2:1]([N:8]1[C:16]2[C:11](=[CH:12][C:13]([C:17]3[CH:22]=[CH:21][C:20]([O:23][CH2:42][C:43]#[N:44])=[CH:19][CH:18]=3)=[CH:14][CH:15]=2)[C:10]([CH2:24][CH2:25][CH2:26][CH2:27][CH3:28])=[C:9]1[C:29]1[CH:30]=[CH:31][CH:32]=[CH:33][CH:34]=1)[C:2]1[CH:3]=[CH:4][CH:5]=[CH:6][CH:7]=1, predict the reactants needed to synthesize it. The reactants are: [CH2:1]([N:8]1[C:16]2[C:11](=[CH:12][C:13]([C:17]3[CH:22]=[CH:21][C:20]([OH:23])=[CH:19][CH:18]=3)=[CH:14][CH:15]=2)[C:10]([CH2:24][CH2:25][CH2:26][CH2:27][CH3:28])=[C:9]1[C:29]1[CH:34]=[CH:33][CH:32]=[CH:31][CH:30]=1)[C:2]1[CH:7]=[CH:6][CH:5]=[CH:4][CH:3]=1.C([O-])([O-])=O.[K+].[K+].Br[CH2:42][C:43]#[N:44]. (2) Given the product [CH2:13]([O:15][C:16]([C:18]1[NH:19][CH:20]=[C:21]([C:6]([CH:1]2[CH2:5][CH2:4][CH2:3][CH2:2]2)=[O:7])[CH:22]=1)=[O:17])[CH3:14], predict the reactants needed to synthesize it. The reactants are: [CH:1]1([C:6](Cl)=[O:7])[CH2:5][CH2:4][CH2:3][CH2:2]1.[Cl-].[Al+3].[Cl-].[Cl-].[CH2:13]([O:15][C:16]([C:18]1[NH:19][CH:20]=[CH:21][CH:22]=1)=[O:17])[CH3:14]. (3) Given the product [F:15][C:16]1([F:23])[CH2:21][CH2:20][CH:19]([N:11]2[CH2:12][CH2:13][CH:8]([NH:7][C:6](=[O:14])[O:5][C:1]([CH3:4])([CH3:2])[CH3:3])[CH2:9][CH2:10]2)[CH2:18][CH2:17]1, predict the reactants needed to synthesize it. The reactants are: [C:1]([O:5][C:6](=[O:14])[NH:7][CH:8]1[CH2:13][CH2:12][NH:11][CH2:10][CH2:9]1)([CH3:4])([CH3:3])[CH3:2].[F:15][C:16]1([F:23])[CH2:21][CH2:20][C:19](=O)[CH2:18][CH2:17]1.C(O)(=O)C.C(O[BH-](OC(=O)C)OC(=O)C)(=O)C.C[N+](C)(C)C.